Dataset: Reaction yield outcomes from USPTO patents with 853,638 reactions. Task: Predict the reaction yield, written as a fraction of the theoretical maximum amount of product (1.0 means a 100% yield; for example, 0.34 means a 34% yield). (1) The reactants are [C:1]([N:8]1[CH2:13][CH2:12][NH:11][CH2:10][CH2:9]1)([O:3][C:4]([CH3:7])([CH3:6])[CH3:5])=[O:2].CCN(C(C)C)C(C)C.[Cl:23][CH2:24][C:25](O[C:25](=[O:26])[CH2:24][Cl:23])=[O:26].Cl. The catalyst is C(Cl)Cl.O. The product is [C:1]([N:8]1[CH2:9][CH2:10][N:11]([C:25](=[O:26])[CH2:24][Cl:23])[CH2:12][CH2:13]1)([O:3][C:4]([CH3:7])([CH3:6])[CH3:5])=[O:2]. The yield is 0.950. (2) The reactants are [CH3:1][O:2][C:3]1[CH:27]=[CH:26][C:6]2[N:7](CC3C=CC(OC)=CC=3)[C:8](=[O:16])[C:9]3[CH2:10][CH2:11][CH2:12][N:13]([CH3:15])[C:14]=3[C:5]=2[CH:4]=1.[OH-].[Na+].Cl. The product is [CH3:1][O:2][C:3]1[CH:27]=[CH:26][C:6]2[NH:7][C:8](=[O:16])[C:9]3[CH2:10][CH2:11][CH2:12][N:13]([CH3:15])[C:14]=3[C:5]=2[CH:4]=1. The catalyst is FC(F)(F)C(O)=O. The yield is 0.880. (3) The reactants are [Br:1][C:2]1[CH:7]=[CH:6][C:5]([NH:8][C:9]2[C:10]([CH:25]=[O:26])=[CH:11][C:12]3[N:16]([CH2:17][CH2:18][S:19]([CH3:22])(=[O:21])=[O:20])[CH:15]=[N:14][C:13]=3[C:23]=2[F:24])=[C:4]([Cl:27])[CH:3]=1.C([O-])([O-])=O.[K+].[K+].S([CH2:44][N+:45]#[C-:46])(C1C=CC(C)=CC=1)(=O)=O. The product is [Br:1][C:2]1[CH:7]=[CH:6][C:5]([NH:8][C:9]2[C:10]([C:25]3[O:26][CH:46]=[N:45][CH:44]=3)=[CH:11][C:12]3[NH:16][CH:15]=[N:14][C:13]=3[C:23]=2[F:24])=[C:4]([Cl:27])[CH:3]=1.[Br:1][C:2]1[CH:7]=[CH:6][C:5]([NH:8][C:9]2[C:10]([C:25]3[O:26][CH:46]=[N:45][CH:44]=3)=[CH:11][C:12]3[N:16]([CH2:17][CH2:18][S:19]([CH3:22])(=[O:21])=[O:20])[CH:15]=[N:14][C:13]=3[C:23]=2[F:24])=[C:4]([Cl:27])[CH:3]=1. The catalyst is CO. The yield is 0.180. (4) The reactants are Cl.[CH3:2][N:3]1[CH:7]=[C:6]([C:8]2[N:13]=[C:12]([C:14]3[CH:15]=[N:16][N:17]([C:19]4([CH2:23][C:24]#[N:25])[CH2:22][NH:21][CH2:20]4)[CH:18]=3)[N:11]3[CH:26]=[CH:27][N:28]=[C:10]3[CH:9]=2)[CH:5]=[N:4]1.C(#N)C.C([O-])([O-])=O.[K+].[K+].Br[C:39]1[N:44]=[CH:43][CH:42]=[CH:41][N:40]=1. The catalyst is CCOC(C)=O. The product is [CH3:2][N:3]1[CH:7]=[C:6]([C:8]2[N:13]=[C:12]([C:14]3[CH:15]=[N:16][N:17]([C:19]4([CH2:23][C:24]#[N:25])[CH2:22][N:21]([C:39]5[N:44]=[CH:43][CH:42]=[CH:41][N:40]=5)[CH2:20]4)[CH:18]=3)[N:11]3[CH:26]=[CH:27][N:28]=[C:10]3[CH:9]=2)[CH:5]=[N:4]1. The yield is 0.200.